Dataset: Reaction yield outcomes from USPTO patents with 853,638 reactions. Task: Predict the reaction yield, written as a fraction of the theoretical maximum amount of product (1.0 means a 100% yield; for example, 0.34 means a 34% yield). (1) The reactants are Br[C:2]1[C:7](=[O:8])[N:6]([CH2:9][C:10]2[CH:15]=[CH:14][C:13]([C:16]3[C:17]([C:22]#[N:23])=[CH:18][CH:19]=[CH:20][CH:21]=3)=[CH:12][CH:11]=2)[C:5]([O:24][CH2:25][CH3:26])=[N:4][C:3]=1[CH3:27].[CH:28]([O:31][C:32]1[CH:37]=[CH:36][C:35](B(O)O)=[CH:34][CH:33]=1)([CH3:30])[CH3:29]. The catalyst is C(=O)([O-])[O-].[Cs+].[Cs+].O1CCOCC1.C(OCC)(=O)C.C1C=CC(P(C2C=CC=CC=2)[C-]2C=CC=C2)=CC=1.C1C=CC(P(C2C=CC=CC=2)[C-]2C=CC=C2)=CC=1.Cl[Pd]Cl.[Fe+2]. The product is [CH2:25]([O:24][C:5]1[N:6]([CH2:9][C:10]2[CH:15]=[CH:14][C:13]([C:16]3[C:17]([C:22]#[N:23])=[CH:18][CH:19]=[CH:20][CH:21]=3)=[CH:12][CH:11]=2)[C:7](=[O:8])[C:2]([C:35]2[CH:36]=[CH:37][C:32]([O:31][CH:28]([CH3:30])[CH3:29])=[CH:33][CH:34]=2)=[C:3]([CH3:27])[N:4]=1)[CH3:26]. The yield is 0.940. (2) The reactants are [NH:1]1[C:9]2[C:4](=[CH:5][CH:6]=[CH:7][CH:8]=2)[CH2:3][CH2:2]1.[CH2:10]1[O:13][C@H:11]1[CH3:12]. The catalyst is C(O)C. The product is [OH:13][CH:11]([CH3:12])[CH2:10][N:1]1[C:9]2[C:4](=[CH:5][CH:6]=[CH:7][CH:8]=2)[CH2:3][CH2:2]1. The yield is 0.630. (3) The reactants are [CH3:1][C:2]1[CH:7]=[C:6]([C:8](=O)[CH2:9][C:10]#[N:11])[CH:5]=[CH:4][N:3]=1.[CH3:13][NH:14][NH2:15]. The catalyst is CO. The product is [CH3:13][N:14]1[C:10]([NH2:11])=[CH:9][C:8]([C:6]2[CH:5]=[CH:4][N:3]=[C:2]([CH3:1])[CH:7]=2)=[N:15]1. The yield is 0.490. (4) The yield is 0.534. The catalyst is O.C(O)(=O)C. The reactants are [NH2:1][C:2]1[C:3]([C:7](=[N:9][OH:10])N)=[N:4][O:5][N:6]=1.[ClH:11].[Cl-].[Na+].N([O-])=O.[Na+]. The product is [NH2:1][C:2]1[C:3]([C:7]([Cl:11])=[N:9][OH:10])=[N:4][O:5][N:6]=1. (5) The reactants are [F:1][C:2]([F:18])([C:6]1[CH:11]=[CH:10][CH:9]=[C:8]([N:12]2[CH2:17][CH2:16][O:15][CH2:14][CH2:13]2)[CH:7]=1)[C:3]([OH:5])=O.P(Cl)(Cl)(Cl)=O.Cl.[NH2:25][CH2:26][C:27]1[CH:28]=[C:29]2[C:33](=[CH:34][CH:35]=1)[C:32](=[O:36])[N:31]([CH:37]1[CH2:42][CH2:41][C:40](=[O:43])[NH:39][C:38]1=[O:44])[CH2:30]2.C(=O)(O)[O-].[Na+]. The catalyst is N1C=CC=CC=1. The product is [O:44]=[C:38]1[CH:37]([N:31]2[CH2:30][C:29]3[C:33](=[CH:34][CH:35]=[C:27]([CH2:26][NH:25][C:3](=[O:5])[C:2]([F:1])([F:18])[C:6]4[CH:11]=[CH:10][CH:9]=[C:8]([N:12]5[CH2:17][CH2:16][O:15][CH2:14][CH2:13]5)[CH:7]=4)[CH:28]=3)[C:32]2=[O:36])[CH2:42][CH2:41][C:40](=[O:43])[NH:39]1. The yield is 0.130.